This data is from NCI-60 drug combinations with 297,098 pairs across 59 cell lines. The task is: Regression. Given two drug SMILES strings and cell line genomic features, predict the synergy score measuring deviation from expected non-interaction effect. (1) Drug 1: C1=NC2=C(N=C(N=C2N1C3C(C(C(O3)CO)O)F)Cl)N. Drug 2: N.N.Cl[Pt+2]Cl. Cell line: RPMI-8226. Synergy scores: CSS=48.1, Synergy_ZIP=0.773, Synergy_Bliss=1.75, Synergy_Loewe=8.53, Synergy_HSA=5.20. (2) Drug 1: CC1=C(C=C(C=C1)NC(=O)C2=CC=C(C=C2)CN3CCN(CC3)C)NC4=NC=CC(=N4)C5=CN=CC=C5. Drug 2: C1CN(CCN1C(=O)CCBr)C(=O)CCBr. Cell line: SF-295. Synergy scores: CSS=11.8, Synergy_ZIP=-4.85, Synergy_Bliss=-2.55, Synergy_Loewe=-8.93, Synergy_HSA=-2.31. (3) Drug 1: C1=C(C(=O)NC(=O)N1)N(CCCl)CCCl. Drug 2: C1=NC2=C(N=C(N=C2N1C3C(C(C(O3)CO)O)F)Cl)N. Cell line: SN12C. Synergy scores: CSS=58.6, Synergy_ZIP=-1.12, Synergy_Bliss=-2.02, Synergy_Loewe=-0.380, Synergy_HSA=2.37. (4) Drug 1: CC12CCC3C(C1CCC2=O)CC(=C)C4=CC(=O)C=CC34C. Drug 2: COC1=NC(=NC2=C1N=CN2C3C(C(C(O3)CO)O)O)N. Cell line: NCI-H460. Synergy scores: CSS=26.0, Synergy_ZIP=4.74, Synergy_Bliss=5.95, Synergy_Loewe=-2.56, Synergy_HSA=6.75. (5) Drug 1: COC1=NC(=NC2=C1N=CN2C3C(C(C(O3)CO)O)O)N. Drug 2: C(CCl)NC(=O)N(CCCl)N=O. Cell line: HCT116. Synergy scores: CSS=17.0, Synergy_ZIP=-3.69, Synergy_Bliss=1.30, Synergy_Loewe=-0.949, Synergy_HSA=3.21.